Dataset: NCI-60 drug combinations with 297,098 pairs across 59 cell lines. Task: Regression. Given two drug SMILES strings and cell line genomic features, predict the synergy score measuring deviation from expected non-interaction effect. (1) Drug 1: CC12CCC(CC1=CCC3C2CCC4(C3CC=C4C5=CN=CC=C5)C)O. Drug 2: C1=CC(=C2C(=C1NCCNCCO)C(=O)C3=C(C=CC(=C3C2=O)O)O)NCCNCCO. Cell line: SF-295. Synergy scores: CSS=67.0, Synergy_ZIP=13.2, Synergy_Bliss=12.0, Synergy_Loewe=-16.3, Synergy_HSA=14.6. (2) Drug 1: CN(CC1=CN=C2C(=N1)C(=NC(=N2)N)N)C3=CC=C(C=C3)C(=O)NC(CCC(=O)O)C(=O)O. Drug 2: N.N.Cl[Pt+2]Cl. Cell line: TK-10. Synergy scores: CSS=58.7, Synergy_ZIP=-3.46, Synergy_Bliss=-2.21, Synergy_Loewe=-3.98, Synergy_HSA=-3.17. (3) Drug 1: COC1=C2C(=CC3=C1OC=C3)C=CC(=O)O2. Drug 2: C(CCl)NC(=O)N(CCCl)N=O. Cell line: SK-MEL-5. Synergy scores: CSS=3.29, Synergy_ZIP=-3.40, Synergy_Bliss=-4.16, Synergy_Loewe=-9.29, Synergy_HSA=-4.78. (4) Drug 1: C1=CC(=CC=C1CC(C(=O)O)N)N(CCCl)CCCl.Cl. Drug 2: C1=NNC2=C1C(=O)NC=N2. Cell line: EKVX. Synergy scores: CSS=8.17, Synergy_ZIP=-2.14, Synergy_Bliss=3.28, Synergy_Loewe=2.06, Synergy_HSA=2.11. (5) Drug 1: CC1OCC2C(O1)C(C(C(O2)OC3C4COC(=O)C4C(C5=CC6=C(C=C35)OCO6)C7=CC(=C(C(=C7)OC)O)OC)O)O. Drug 2: C1CN(P(=O)(OC1)NCCCl)CCCl. Cell line: UACC-257. Synergy scores: CSS=-2.30, Synergy_ZIP=-1.86, Synergy_Bliss=-6.34, Synergy_Loewe=-14.0, Synergy_HSA=-6.85. (6) Drug 1: CC1=CC=C(C=C1)C2=CC(=NN2C3=CC=C(C=C3)S(=O)(=O)N)C(F)(F)F. Drug 2: CC1C(C(CC(O1)OC2CC(OC(C2O)C)OC3=CC4=CC5=C(C(=O)C(C(C5)C(C(=O)C(C(C)O)O)OC)OC6CC(C(C(O6)C)O)OC7CC(C(C(O7)C)O)OC8CC(C(C(O8)C)O)(C)O)C(=C4C(=C3C)O)O)O)O. Cell line: NCI/ADR-RES. Synergy scores: CSS=-0.814, Synergy_ZIP=-0.401, Synergy_Bliss=-2.18, Synergy_Loewe=-6.33, Synergy_HSA=-4.82. (7) Drug 1: CC1=CC2C(CCC3(C2CCC3(C(=O)C)OC(=O)C)C)C4(C1=CC(=O)CC4)C. Drug 2: C(=O)(N)NO. Cell line: RXF 393. Synergy scores: CSS=-0.863, Synergy_ZIP=-0.735, Synergy_Bliss=-3.82, Synergy_Loewe=-7.70, Synergy_HSA=-7.88. (8) Drug 1: C1CC(C1)(C(=O)O)C(=O)O.[NH2-].[NH2-].[Pt+2]. Drug 2: C1CCC(C(C1)N)N.C(=O)(C(=O)[O-])[O-].[Pt+4]. Cell line: PC-3. Synergy scores: CSS=20.1, Synergy_ZIP=-6.52, Synergy_Bliss=-0.326, Synergy_Loewe=-3.79, Synergy_HSA=1.11. (9) Drug 1: C1C(C(OC1N2C=NC(=NC2=O)N)CO)O. Drug 2: C(CCl)NC(=O)N(CCCl)N=O. Cell line: RXF 393. Synergy scores: CSS=9.51, Synergy_ZIP=-3.75, Synergy_Bliss=-1.78, Synergy_Loewe=-10.2, Synergy_HSA=0.255.